Dataset: Full USPTO retrosynthesis dataset with 1.9M reactions from patents (1976-2016). Task: Predict the reactants needed to synthesize the given product. (1) Given the product [NH2:8][C:7]1[C:2]([NH:24][C@H:25]2[C@@H:29]3[O:30][C:31]([CH3:33])([CH3:34])[O:32][C@@H:28]3[C@@H:27]([O:35][CH2:36][CH2:37][OH:38])[CH2:26]2)=[N:3][C:4]([S:10][CH2:11][CH2:12][CH3:13])=[N:5][C:6]=1[Cl:9], predict the reactants needed to synthesize it. The reactants are: Cl[C:2]1[C:7]([NH2:8])=[C:6]([Cl:9])[N:5]=[C:4]([S:10][CH2:11][CH2:12][CH3:13])[N:3]=1.C(O)(=O)[C@@H]([C@H](C(O)=O)O)O.[NH2:24][C@H:25]1[C@@H:29]2[O:30][C:31]([CH3:34])([CH3:33])[O:32][C@@H:28]2[C@@H:27]([O:35][CH2:36][CH2:37][OH:38])[CH2:26]1.O.C(=O)(O)[O-].[Na+]. (2) Given the product [CH3:1][N:2]1[CH:6]=[C:5]([C:7]2[CH:12]=[C:11]([O:13][C:14]3[CH:36]=[CH:35][C:17]4[N:18]=[C:19]([NH:21][C@H:22]5[CH2:27][CH2:26][CH2:25][NH:24][CH2:23]5)[S:20][C:16]=4[CH:15]=3)[CH:10]=[CH:9][N:8]=2)[CH:4]=[N:3]1, predict the reactants needed to synthesize it. The reactants are: [CH3:1][N:2]1[CH:6]=[C:5]([C:7]2[CH:12]=[C:11]([O:13][C:14]3[CH:36]=[CH:35][C:17]4[N:18]=[C:19]([NH:21][C@H:22]5[CH2:27][CH2:26][CH2:25][N:24](C(OC(C)(C)C)=O)[CH2:23]5)[S:20][C:16]=4[CH:15]=3)[CH:10]=[CH:9][N:8]=2)[CH:4]=[N:3]1.O1CCOCC1. (3) Given the product [CH3:25][S:22]([CH2:21][CH2:20][N:6]1[CH:7]=[CH:8][C:4]([N+:1]([O-:3])=[O:2])=[N:5]1)(=[O:24])=[O:23], predict the reactants needed to synthesize it. The reactants are: [N+:1]([C:4]1[CH:8]=[CH:7][NH:6][N:5]=1)([O-:3])=[O:2].CC1C=CC(S(O[CH2:20][CH2:21][S:22]([CH3:25])(=[O:24])=[O:23])(=O)=O)=CC=1.C(=O)([O-])[O-].[K+].[K+]. (4) Given the product [OH:16][CH:11]([CH:10]([N:1]1[C:9]2[C:4](=[CH:5][CH:6]=[CH:7][CH:8]=2)[CH:3]=[CH:2]1)[C:17]1[CH:18]=[CH:19][C:20]([O:23][CH3:24])=[CH:21][CH:22]=1)[C:12]([O:14][CH3:15])=[O:13], predict the reactants needed to synthesize it. The reactants are: [N:1]1([CH:10]([C:17]2[CH:22]=[CH:21][C:20]([O:23][CH3:24])=[CH:19][CH:18]=2)[CH:11]([OH:16])[C:12]([O:14][CH3:15])=[O:13])[C:9]2[C:4](=[CH:5][CH:6]=[CH:7][CH:8]=2)[CH2:3][CH2:2]1.ClC1C(=O)C(C#N)=C(C#N)C(=O)C=1Cl. (5) The reactants are: [Cl:1][C:2]1[S:6][C:5]([NH2:7])=[N:4][C:3]=1[C:8]1[CH:13]=[CH:12][C:11]([S:14]([CH3:17])(=[O:16])=[O:15])=[CH:10][CH:9]=1.[C:18]1([CH:24]([C:36]2[CH:41]=[CH:40][CH:39]=[CH:38][CH:37]=2)[CH2:25][CH2:26][NH:27][CH2:28][CH2:29][CH:30]2[CH2:35][CH2:34][O:33][CH2:32][CH2:31]2)[CH:23]=[CH:22][CH:21]=[CH:20][CH:19]=1.C1(C(C2C=CC=CC=2)CCN)C=CC=CC=1.BrCCC1CC[O:64][CH2:63]C1. Given the product [Cl:1][C:2]1[S:6][C:5]([NH:7][C:63](=[O:64])[N:27]([CH2:26][CH2:25][CH:24]([C:36]2[CH:41]=[CH:40][CH:39]=[CH:38][CH:37]=2)[C:18]2[CH:19]=[CH:20][CH:21]=[CH:22][CH:23]=2)[CH2:28][CH2:29][CH:30]2[CH2:35][CH2:34][O:33][CH2:32][CH2:31]2)=[N:4][C:3]=1[C:8]1[CH:9]=[CH:10][C:11]([S:14]([CH3:17])(=[O:15])=[O:16])=[CH:12][CH:13]=1.[C:18]1([CH:24]([C:36]2[CH:41]=[CH:40][CH:39]=[CH:38][CH:37]=2)[CH2:25][CH2:26][NH:27][CH2:28][CH2:29][CH:30]2[CH2:35][CH2:34][O:33][CH2:32][CH2:31]2)[CH:19]=[CH:20][CH:21]=[CH:22][CH:23]=1, predict the reactants needed to synthesize it. (6) Given the product [F:23][C:21]1[CH:22]=[C:17]([N:9]2[CH2:8][CH2:7][C:6]3[C:11](=[CH:12][C:3]([C:2]([F:1])([F:14])[F:15])=[CH:4][CH:5]=3)[C:10]2=[O:13])[CH:18]=[N:19][CH:20]=1, predict the reactants needed to synthesize it. The reactants are: [F:1][C:2]([F:15])([F:14])[C:3]1[CH:12]=[C:11]2[C:6]([CH2:7][CH2:8][NH:9][C:10]2=[O:13])=[CH:5][CH:4]=1.Br[C:17]1[CH:18]=[N:19][CH:20]=[C:21]([F:23])[CH:22]=1.P([O-])([O-])([O-])=O.[K+].[K+].[K+]. (7) Given the product [F:7][C:4]([F:8])([CH2:3][N:2]1[CH2:14][CH2:13][O:12][CH2:11][CH2:10]1)[CH2:5][OH:6], predict the reactants needed to synthesize it. The reactants are: Cl.[NH2:2][CH2:3][C:4]([F:8])([F:7])[CH2:5][OH:6].Br[CH2:10][CH2:11][O:12][CH2:13][CH2:14]Br.CCN(C(C)C)C(C)C. (8) Given the product [CH2:36]([O:35][C:10]1[CH:9]=[CH:8][C:7]([OH:6])=[CH:34][C:11]=1[C:12]([NH:14][C:15]1[CH:27]=[C:26]([C:28]2[CH:33]=[CH:32][CH:31]=[CH:30][CH:29]=2)[CH:25]=[CH:24][C:16]=1[C:17]([O:19][C:20]([CH3:23])([CH3:22])[CH3:21])=[O:18])=[O:13])[C:37]1[CH:42]=[CH:41][CH:40]=[CH:39][CH:38]=1, predict the reactants needed to synthesize it. The reactants are: [OH-].[Na+].C([O:6][C:7]1[CH:8]=[CH:9][C:10]([O:35][CH2:36][C:37]2[CH:42]=[CH:41][CH:40]=[CH:39][CH:38]=2)=[C:11]([CH:34]=1)[C:12]([NH:14][C:15]1[CH:27]=[C:26]([C:28]2[CH:33]=[CH:32][CH:31]=[CH:30][CH:29]=2)[CH:25]=[CH:24][C:16]=1[C:17]([O:19][C:20]([CH3:23])([CH3:22])[CH3:21])=[O:18])=[O:13])(=O)C.